This data is from Catalyst prediction with 721,799 reactions and 888 catalyst types from USPTO. The task is: Predict which catalyst facilitates the given reaction. (1) Reactant: [Br:1][C:2]1[C:3]([CH3:9])=[N:4][C:5](F)=[CH:6][CH:7]=1.[NH2:10][CH2:11][C@H:12]([OH:14])[CH3:13].C(N(C(C)C)C(C)C)C. Product: [Br:1][C:2]1[CH:7]=[CH:6][C:5]([NH:10][CH2:11][C@H:12]([OH:14])[CH3:13])=[N:4][C:3]=1[CH3:9]. The catalyst class is: 197. (2) The catalyst class is: 23. Reactant: Cl[C:2]1[S:6][C:5]([C:7]([O:9][CH3:10])=[O:8])=[CH:4][C:3]=1[N+:11]([O-:13])=[O:12].[NH2:14][CH2:15][C:16]([O:18][CH2:19][CH3:20])=[O:17].Cl.C([O-])([O-])=O.[K+].[K+]. Product: [CH2:19]([O:18][C:16](=[O:17])[CH2:15][NH:14][C:2]1[S:6][C:5]([C:7]([O:9][CH3:10])=[O:8])=[CH:4][C:3]=1[N+:11]([O-:13])=[O:12])[CH3:20]. (3) Reactant: [Li+].[OH-].C([O:5][C:6]([C:8]1[C:9]([CH2:23][CH2:24][CH3:25])=[N:10][C:11]2[C:16]([C:17]=1[CH3:18])=[CH:15][CH:14]=[C:13]([C:19]([F:22])([F:21])[F:20])[CH:12]=2)=[O:7])C. Product: [CH3:18][C:17]1[C:16]2[C:11](=[CH:12][C:13]([C:19]([F:20])([F:21])[F:22])=[CH:14][CH:15]=2)[N:10]=[C:9]([CH2:23][CH2:24][CH3:25])[C:8]=1[C:6]([OH:7])=[O:5]. The catalyst class is: 92. (4) The catalyst class is: 1. Product: [CH2:1]([NH:8][S:47]([C:43]1[CH:44]=[CH:45][CH:46]=[C:41]([C:37]2[CH:36]=[C:35]([C:21]3[N:20]=[C:19]([C:18]([F:17])([F:51])[F:52])[CH:24]=[C:23]([C:25]4[CH:30]=[CH:29][C:28]([C:31]([F:34])([F:32])[F:33])=[CH:27][CH:26]=4)[N:22]=3)[CH:40]=[CH:39][N:38]=2)[CH:42]=1)(=[O:48])=[O:49])[C:2]1[CH:7]=[CH:6][CH:5]=[CH:4][CH:3]=1. Reactant: [CH2:1]([NH2:8])[C:2]1[CH:7]=[CH:6][CH:5]=[CH:4][CH:3]=1.C(N(CC)CC)C.Cl.[F:17][C:18]([F:52])([F:51])[C:19]1[CH:24]=[C:23]([C:25]2[CH:30]=[CH:29][C:28]([C:31]([F:34])([F:33])[F:32])=[CH:27][CH:26]=2)[N:22]=[C:21]([C:35]2[CH:40]=[CH:39][N:38]=[C:37]([C:41]3[CH:42]=[C:43]([S:47](Cl)(=[O:49])=[O:48])[CH:44]=[CH:45][CH:46]=3)[CH:36]=2)[N:20]=1. (5) Reactant: [F:1][C:2]1[CH:3]=[CH:4][CH:5]=[C:6]2[C:10]=1[N:9]([C:11](=[NH:13])[NH2:12])[N:8]=[C:7]2[CH:14]([CH3:16])[CH3:15].Br[CH2:18][C:19]([CH:21]1[CH2:26][CH2:25][N:24]([C:27]([O:29][CH2:30][C:31]2[CH:36]=[CH:35][CH:34]=[CH:33][CH:32]=2)=[O:28])[CH2:23][CH2:22]1)=O.C(=O)([O-])[O-].[K+].[K+].O. Product: [F:1][C:2]1[CH:3]=[CH:4][CH:5]=[C:6]2[C:10]=1[N:9]([C:11]1[NH:12][C:19]([CH:21]3[CH2:22][CH2:23][N:24]([C:27]([O:29][CH2:30][C:31]4[CH:32]=[CH:33][CH:34]=[CH:35][CH:36]=4)=[O:28])[CH2:25][CH2:26]3)=[CH:18][N:13]=1)[N:8]=[C:7]2[CH:14]([CH3:16])[CH3:15]. The catalyst class is: 3. (6) Reactant: [Cl:1][C:2]1[CH:7]=[CH:6][CH:5]=[C:4]([Cl:8])[C:3]=1[N:9]1[CH:20]=[C:19]([CH2:21][F:22])[C:12]2[N:13]=[C:14](SC)[N:15]=[CH:16][C:11]=2[C:10]1=[O:23].ClC1C=[C:27](C=CC=1)[C:28]([O:30]O)=[O:29].[CH3:35][N:36]1[CH2:41][CH2:40][N:39]([C:42]2[CH:48]=[CH:47][C:45]([NH2:46])=[CH:44][CH:43]=2)[CH2:38][CH2:37]1.C(O)(C(F)(F)F)=O. The catalyst class is: 4. Product: [C:28]([O-:30])(=[O:29])[CH3:27].[NH4+:9].[Cl:1][C:2]1[CH:7]=[CH:6][CH:5]=[C:4]([Cl:8])[C:3]=1[N:9]1[CH:20]=[C:19]([CH2:21][F:22])[C:12]2[N:13]=[C:14]([NH:46][C:45]3[CH:44]=[CH:43][C:42]([N:39]4[CH2:38][CH2:37][N:36]([CH3:35])[CH2:41][CH2:40]4)=[CH:48][CH:47]=3)[N:15]=[CH:16][C:11]=2[C:10]1=[O:23].